From a dataset of Catalyst prediction with 721,799 reactions and 888 catalyst types from USPTO. Predict which catalyst facilitates the given reaction. (1) Reactant: [C:1]1([N:7]2[C:11](=[O:12])[N:10]=[N:9][C:8]2=[O:13])[CH:6]=[CH:5][CH:4]=[CH:3][CH:2]=1.[Si:14]([O:21][C@@H:22]1[C@@:39]2([CH3:40])[C:26](=[CH:27][CH:28]=[C:29]3[C@@H:38]2[CH2:37][CH2:36][C@@:34]2([CH3:35])[C@H:30]3[CH2:31][CH2:32][C@@H:33]2[CH2:41][O:42]CCC(N(C)C)=O)[CH2:25][C@@H:24]([O:50][Si:51]([C:54]([CH3:57])([CH3:56])[CH3:55])([CH3:53])[CH3:52])[CH2:23]1)([C:17]([CH3:20])([CH3:19])[CH3:18])([CH3:16])[CH3:15].O1CCCC1.CC(C)([O-])C.[K+]. Product: [C:1]1([N:7]2[C:8](=[O:13])[N:9]=[N:10][C:11]2=[O:12])[CH:2]=[CH:3][CH:4]=[CH:5][CH:6]=1.[Si:14]([O:21][C@@H:22]1[C@@:39]2([CH3:40])[C:26](=[CH:27][CH:28]=[C:29]3[C@@H:38]2[CH2:37][CH2:36][C@@:34]2([CH3:35])[C@H:30]3[CH2:31][CH2:32][C@@H:33]2[CH2:41][OH:42])[CH2:25][C@@H:24]([O:50][Si:51]([C:54]([CH3:57])([CH3:56])[CH3:55])([CH3:52])[CH3:53])[CH2:23]1)([C:17]([CH3:20])([CH3:19])[CH3:18])([CH3:16])[CH3:15]. The catalyst class is: 170. (2) Reactant: [CH:1]([C:3]1[O:7][C:6]([C:8]([OH:10])=[O:9])=[CH:5][CH:4]=1)=[O:2].[CH3:11][Si](C=[N+]=[N-])(C)C. Product: [CH3:11][O:9][C:8]([C:6]1[O:7][C:3]([CH:1]=[O:2])=[CH:4][CH:5]=1)=[O:10]. The catalyst class is: 21. (3) Reactant: [NH:1]1[CH2:6][CH2:5][CH2:4][CH:3]([CH2:7][NH:8][C:9]([C:11]2[S:15][C:14]([C:16]3[CH:21]=[CH:20][C:19]([Cl:22])=[CH:18][CH:17]=3)=[N:13][C:12]=2[CH3:23])=[O:10])[CH2:2]1.[CH3:24][O:25][C:26]([C:28]1[CH:29]=[C:30](OB(O)O)[CH:31]=[CH:32][CH:33]=1)=[O:27].C(N(CC)CC)C. Product: [Cl:22][C:19]1[CH:18]=[CH:17][C:16]([C:14]2[S:15][C:11]([C:9]([NH:8][CH2:7][CH:3]3[CH2:4][CH2:5][CH2:6][N:1]([C:32]4[CH:33]=[C:28]([CH:29]=[CH:30][CH:31]=4)[C:26]([O:25][CH3:24])=[O:27])[CH2:2]3)=[O:10])=[C:12]([CH3:23])[N:13]=2)=[CH:21][CH:20]=1. The catalyst class is: 221. (4) Reactant: [CH2:1]([O:8][C:9]1[CH:14]=[C:13]([Cl:15])[CH:12]=[CH:11][C:10]=1[C:16]1[N:20]=[C:19]([CH2:21]Br)[S:18][N:17]=1)[C:2]1[CH:7]=[CH:6][CH:5]=[CH:4][CH:3]=1.[F:23][C:24]1[C:32]([OH:33])=[CH:31][CH:30]=[C:29]([F:34])[C:25]=1[C:26]([NH2:28])=[O:27].C(=O)([O-])[O-].[K+].[K+]. Product: [CH2:1]([O:8][C:9]1[CH:14]=[C:13]([Cl:15])[CH:12]=[CH:11][C:10]=1[C:16]1[N:20]=[C:19]([CH2:21][O:33][C:32]2[C:24]([F:23])=[C:25]([C:29]([F:34])=[CH:30][CH:31]=2)[C:26]([NH2:28])=[O:27])[S:18][N:17]=1)[C:2]1[CH:7]=[CH:6][CH:5]=[CH:4][CH:3]=1. The catalyst class is: 3. (5) Reactant: [CH:1]1([C:4]2[N:5]=[C:6]([C:9]3[CH:14]=[C:13]([NH:15][C:16]([NH:18][CH2:19][CH3:20])=[O:17])[N:12]=[CH:11][C:10]=3[C:21]3[CH:22]=[C:23]4[C:28](=[CH:29][CH:30]=3)[N:27]([C@@H:31]([CH2:46][CH:47]([CH3:49])[CH3:48])[CH2:32][O:33][P:34]([O:41]C(C)(C)C)([O:36]C(C)(C)C)=[O:35])[CH:26]=[C:25]([C:50]([OH:52])=[O:51])[C:24]4=[O:53])[S:7][CH:8]=2)[CH2:3][CH2:2]1.Cl. Product: [CH:1]1([C:4]2[N:5]=[C:6]([C:9]3[CH:14]=[C:13]([NH:15][C:16]([NH:18][CH2:19][CH3:20])=[O:17])[N:12]=[CH:11][C:10]=3[C:21]3[CH:22]=[C:23]4[C:28](=[CH:29][CH:30]=3)[N:27]([C@@H:31]([CH2:46][CH:47]([CH3:49])[CH3:48])[CH2:32][O:33][P:34]([OH:41])([OH:36])=[O:35])[CH:26]=[C:25]([C:50]([OH:52])=[O:51])[C:24]4=[O:53])[S:7][CH:8]=2)[CH2:2][CH2:3]1. The catalyst class is: 12. (6) Reactant: C(OC([N:8]1[C:16]2[C:11](=[CH:12][C:13]([O:17][CH3:18])=[CH:14][CH:15]=2)[CH:10]=[C:9]1[C:19]1[C:28]([N:29]([CH:31]([CH3:33])[CH3:32])[CH3:30])=[N:27][C:26]2[C:21](=[CH:22][CH:23]=[C:24]([C:34]([O:36][CH3:37])=[O:35])[CH:25]=2)[N:20]=1)=O)(C)(C)C. Product: [CH:31]([N:29]([CH3:30])[C:28]1[C:19]([C:9]2[NH:8][C:16]3[C:11]([CH:10]=2)=[CH:12][C:13]([O:17][CH3:18])=[CH:14][CH:15]=3)=[N:20][C:21]2[C:26]([N:27]=1)=[CH:25][C:24]([C:34]([O:36][CH3:37])=[O:35])=[CH:23][CH:22]=2)([CH3:32])[CH3:33]. The catalyst class is: 137.